This data is from Forward reaction prediction with 1.9M reactions from USPTO patents (1976-2016). The task is: Predict the product of the given reaction. Given the reactants [Cl:1][C:2]1[CH:7]=[CH:6][CH:5]=[CH:4][C:3]=1[C:8]1[C:13]2[CH2:14][O:15][C:16](=[O:26])[N:17]([C:18]3[C:23]([Cl:24])=[CH:22][CH:21]=[CH:20][C:19]=3[Cl:25])[C:12]=2[CH:11]=[C:10]([C:27]([N:29]2[CH2:34][CH2:33][N:32]([CH:35]([CH3:37])[CH3:36])[CH2:31][CH2:30]2)=O)[CH:9]=1.B, predict the reaction product. The product is: [Cl:1][C:2]1[CH:7]=[CH:6][CH:5]=[CH:4][C:3]=1[C:8]1[C:13]2[CH2:14][O:15][C:16](=[O:26])[N:17]([C:18]3[C:23]([Cl:24])=[CH:22][CH:21]=[CH:20][C:19]=3[Cl:25])[C:12]=2[CH:11]=[C:10]([CH2:27][N:29]2[CH2:34][CH2:33][N:32]([CH:35]([CH3:37])[CH3:36])[CH2:31][CH2:30]2)[CH:9]=1.